This data is from Reaction yield outcomes from USPTO patents with 853,638 reactions. The task is: Predict the reaction yield, written as a fraction of the theoretical maximum amount of product (1.0 means a 100% yield; for example, 0.34 means a 34% yield). (1) The reactants are C[O:2][C:3](=O)[C:4]1[CH:9]=[C:8]([Cl:10])[C:7]([O:11][C:12]2[CH:17]=[CH:16][N:15]=[CH:14][C:13]=2[C:18]([N:20]2[C:29]3[C:24](=[CH:25][CH:26]=[CH:27][CH:28]=3)[N:23]([CH:30]3[CH2:32][CH2:31]3)[CH2:22][CH2:21]2)=[O:19])=[CH:6][C:5]=1[Cl:33].[H-].[Al+3].[Li+].[H-].[H-].[H-].C(=O)(O)[O-].[Na+]. The catalyst is O1CCCC1. The product is [CH:30]1([N:23]2[C:24]3[C:29](=[CH:28][CH:27]=[CH:26][CH:25]=3)[N:20]([C:18]([C:13]3[CH:14]=[N:15][CH:16]=[CH:17][C:12]=3[O:11][C:7]3[CH:6]=[C:5]([Cl:33])[C:4]([CH2:3][OH:2])=[CH:9][C:8]=3[Cl:10])=[O:19])[CH2:21][CH2:22]2)[CH2:31][CH2:32]1. The yield is 0.260. (2) The reactants are F[P-](F)(F)(F)(F)F.N1(OC(N(C)C)=[N+](C)C)C2N=CC=CC=2N=N1.[C:25]([O:29][C:30]([NH:32][C:33]1([C:48]([OH:50])=O)[CH2:38][CH2:37][N:36]([C:39]2[C:40]3[CH:47]=[CH:46][NH:45][C:41]=3[N:42]=[CH:43][N:44]=2)[CH2:35][CH2:34]1)=[O:31])([CH3:28])([CH3:27])[CH3:26].C(N(CC)C(C)C)(C)C.[Cl:60][C:61]1[CH:66]=[CH:65][C:64]([CH:67]([NH2:72])[CH2:68][CH2:69][NH:70][CH3:71])=[CH:63][CH:62]=1. The catalyst is CN1C(=O)CCC1.CCOC(C)=O. The product is [Cl:60][C:61]1[CH:62]=[CH:63][C:64]([CH:67]([NH:72][C:48]([C:33]2([NH:32][C:30](=[O:31])[O:29][C:25]([CH3:28])([CH3:26])[CH3:27])[CH2:34][CH2:35][N:36]([C:39]3[C:40]4[CH:47]=[CH:46][NH:45][C:41]=4[N:42]=[CH:43][N:44]=3)[CH2:37][CH2:38]2)=[O:50])[CH2:68][CH2:69][NH:70][CH3:71])=[CH:65][CH:66]=1. The yield is 0.170.